Task: Predict which catalyst facilitates the given reaction.. Dataset: Catalyst prediction with 721,799 reactions and 888 catalyst types from USPTO (1) Reactant: [C:1]([Si:5]([CH3:17])([CH3:16])[O:6][C:7]1[CH:8]=[CH:9][CH:10]=[C:11]2[C:15]=1[NH:14][CH:13]=[CH:12]2)([CH3:4])([CH3:3])[CH3:2].Br[CH2:19][C:20]([O:22][CH2:23][CH3:24])=[O:21].C(=O)([O-])[O-].[Cs+].[Cs+]. Product: [CH2:23]([O:22][C:20](=[O:21])[CH2:19][N:14]1[C:15]2[C:11](=[CH:10][CH:9]=[CH:8][C:7]=2[O:6][Si:5]([C:1]([CH3:4])([CH3:3])[CH3:2])([CH3:17])[CH3:16])[CH:12]=[CH:13]1)[CH3:24]. The catalyst class is: 10. (2) Reactant: [CH3:1][O:2][C:3]1[C:16]([O:17][CH3:18])=[CH:15][CH:14]=[CH:13][C:4]=1[C:5]([C:7]1[CH:12]=[CH:11][N:10]=[CH:9][CH:8]=1)=[O:6]. Product: [OH:6][CH:5]([CH:7]1[CH2:8][CH2:9][NH:10][CH2:11][CH2:12]1)[C:4]1[CH:13]=[CH:14][CH:15]=[C:16]([O:17][CH3:18])[C:3]=1[O:2][CH3:1]. The catalyst class is: 5. (3) Reactant: [N+:1]([C:4]1[C:8]2=[N:9][CH:10]=[CH:11][CH:12]=[C:7]2[NH:6][CH:5]=1)([O-:3])=[O:2].C([O-])([O-])=O.[K+].[K+].Cl[CH2:20][C:21]1[C:26]([CH3:27])=[C:25]([O:28][CH3:29])[N:24]=[CH:23][N:22]=1.O. Product: [CH3:29][O:28][C:25]1[N:24]=[CH:23][N:22]=[C:21]([CH2:20][N:6]2[C:7]3[C:8](=[N:9][CH:10]=[CH:11][CH:12]=3)[C:4]([N+:1]([O-:3])=[O:2])=[CH:5]2)[C:26]=1[CH3:27]. The catalyst class is: 3. (4) Reactant: [Na].[NH2:2][C:3]([NH2:5])=[S:4].[CH:6]([CH:8]([CH2:14][C:15]1[CH:16]=[N:17][CH:18]=[N:19][CH:20]=1)[C:9](OCC)=O)=[O:7]. Product: [N:17]1[CH:16]=[C:15]([CH2:14][C:8]2[C:6](=[O:7])[NH:2][C:3](=[S:4])[NH:5][CH:9]=2)[CH:20]=[N:19][CH:18]=1. The catalyst class is: 8. (5) Reactant: CC1[N:3]([C:8]2[N:13]=[CH:12][C:11]([C:14]3[CH2:18][CH:17]([C:19]4[CH:24]=[CH:23][CH:22]=[CH:21][C:20]=4[OH:25])[N:16]([C:26]([C:28]4[S:32][C:31]([C:33]5[CH:47]=[CH:46][CH:45]=[CH:44][C:34]=5[CH2:35][NH:36][C:37](=[O:43])[O:38][C:39]([CH3:42])([CH3:41])[CH3:40])=[CH:30][CH:29]=4)=[O:27])[N:15]=3)=[CH:10][CH:9]=2)C(C)=CC=1.Cl.NO.[OH-].[K+]. Product: [NH2:3][C:8]1[N:13]=[CH:12][C:11]([C:14]2[CH2:18][CH:17]([C:19]3[CH:24]=[CH:23][CH:22]=[CH:21][C:20]=3[OH:25])[N:16]([C:26]([C:28]3[S:32][C:31]([C:33]4[CH:47]=[CH:46][CH:45]=[CH:44][C:34]=4[CH2:35][NH:36][C:37](=[O:43])[O:38][C:39]([CH3:40])([CH3:41])[CH3:42])=[CH:30][CH:29]=3)=[O:27])[N:15]=2)=[CH:10][CH:9]=1. The catalyst class is: 88. (6) Reactant: Cl.[NH:2]1[C:6]2[CH:7]=[CH:8][C:9]([CH2:11][NH2:12])=[CH:10][C:5]=2[N:4]=[CH:3]1.[N:13]([C:16]1[CH:21]=[CH:20][C:19]([O:22][CH3:23])=[C:18]([O:24][CH3:25])[CH:17]=1)=[C:14]=[O:15].C(N(CC)CC)C. Product: [NH:4]1[C:5]2[CH:10]=[C:9]([CH2:11][NH:12][C:14]([NH:13][C:16]3[CH:21]=[CH:20][C:19]([O:22][CH3:23])=[C:18]([O:24][CH3:25])[CH:17]=3)=[O:15])[CH:8]=[CH:7][C:6]=2[N:2]=[CH:3]1. The catalyst class is: 23. (7) Reactant: [C:1]([O:4][C@@H:5]1[C@H:9]([O:10][C:11](=[O:13])[CH3:12])[C@@H:8]([C:14]#[CH:15])[O:7][C@H:6]1[N:16]1[CH:24]=[N:23][C:22]2[C:17]1=[N:18][CH:19]=[N:20][C:21]=2[NH:25][C:26]1[CH:31]=[CH:30][C:29]([Cl:32])=[CH:28][C:27]=1[F:33])(=[O:3])[CH3:2].[Br:34][C:35](Br)=[N:36][OH:37].C(=O)(O)[O-].[Na+].O. Product: [C:1]([O:4][C@@H:5]1[C@H:9]([O:10][C:11](=[O:13])[CH3:12])[C@@H:8]([C:14]2[O:37][N:36]=[C:35]([Br:34])[CH:15]=2)[O:7][C@H:6]1[N:16]1[CH:24]=[N:23][C:22]2[C:17]1=[N:18][CH:19]=[N:20][C:21]=2[NH:25][C:26]1[CH:31]=[CH:30][C:29]([Cl:32])=[CH:28][C:27]=1[F:33])(=[O:3])[CH3:2]. The catalyst class is: 13. (8) Reactant: [CH3:1][C:2]([NH:14]C=O)([CH3:13])[CH2:3][C:4]1[C:9]([CH3:10])=[CH:8][C:7]([CH3:11])=[CH:6][C:5]=1[CH3:12].[OH-].[K+]. Product: [CH3:13][C:2]([NH2:14])([CH3:1])[CH2:3][C:4]1[C:9]([CH3:10])=[CH:8][C:7]([CH3:11])=[CH:6][C:5]=1[CH3:12]. The catalyst class is: 196. (9) Reactant: [Cl:1][C:2]1[CH:3]=[CH:4][C:5]2[O:15][C:14]3[CH:16]=[CH:17][CH:18]=[CH:19][C:13]=3[C@H:8]3[CH2:9][N:10]([CH3:12])[CH2:11][C@@H:7]3[C:6]=2[CH:20]=1.[C:21]([OH:28])(=[O:27])/[CH:22]=[CH:23]\[C:24]([OH:26])=[O:25]. Product: [CH3:12][N:10]1[CH2:11][CH:7]2[CH:8]([C:13]3[CH:19]=[CH:18][CH:17]=[CH:16][C:14]=3[O:15][C:5]3[CH:4]=[CH:3][C:2]([Cl:1])=[CH:20][C:6]=32)[CH2:9]1.[CH:22](/[C:21]([OH:28])=[O:27])=[CH:23]/[C:24]([OH:26])=[O:25]. The catalyst class is: 8. (10) Reactant: [CH3:1][O:2][C:3]([NH:5][C@H:6]([C:58]1[CH:63]=[CH:62][CH:61]=[CH:60][CH:59]=1)[C:7]([N:9]1[CH2:13][CH2:12][CH2:11][C@H:10]1[C:14]1[NH:18][C:17]2[C:19]3[C:24]([CH2:25][CH2:26][C:16]=2[N:15]=1)=[CH:23][C:22]([C:27]1[CH:28]=[C:29]2[C:34](=[CH:35][CH:36]=1)[CH:33]=[C:32]([C:37]1[NH:41][C:40]([C@@H:42]4[CH2:46][CH2:45][CH2:44][N:43]4[C:47](=[O:57])[C@@H:48]([NH:52][C:53](=[O:56])[O:54][CH3:55])[CH:49]([CH3:51])[CH3:50])=[N:39][CH:38]=1)[CH:31]=[CH:30]2)=[CH:21][CH:20]=3)=[O:8])=[O:4]. Product: [CH3:1][O:2][C:3]([NH:5][C@H:6]([C:58]1[CH:59]=[CH:60][CH:61]=[CH:62][CH:63]=1)[C:7]([N:9]1[CH2:13][CH2:12][CH2:11][C@H:10]1[C:14]1[NH:18][C:17]2[C:19]3[C:24]([CH:25]=[CH:26][C:16]=2[N:15]=1)=[CH:23][C:22]([C:27]1[CH:28]=[C:29]2[C:34](=[CH:35][CH:36]=1)[CH:33]=[C:32]([C:37]1[NH:41][C:40]([C@@H:42]4[CH2:46][CH2:45][CH2:44][N:43]4[C:47](=[O:57])[C@@H:48]([NH:52][C:53](=[O:56])[O:54][CH3:55])[CH:49]([CH3:51])[CH3:50])=[N:39][CH:38]=1)[CH:31]=[CH:30]2)=[CH:21][CH:20]=3)=[O:8])=[O:4]. The catalyst class is: 177.